Dataset: Forward reaction prediction with 1.9M reactions from USPTO patents (1976-2016). Task: Predict the product of the given reaction. Given the reactants O=[C:2]1[CH2:7][CH2:6][CH2:5][CH2:4][CH:3]1[C:8]([O:10][CH2:11][CH3:12])=[O:9].[C:13]1([C@@H:19]([NH2:21])[CH3:20])[CH:18]=[CH:17][CH:16]=[CH:15][CH:14]=1, predict the reaction product. The product is: [C:13]1([C@@H:19]([NH:21][C:2]2[CH2:7][CH2:6][CH2:5][CH2:4][C:3]=2[C:8]([O:10][CH2:11][CH3:12])=[O:9])[CH3:20])[CH:18]=[CH:17][CH:16]=[CH:15][CH:14]=1.